Dataset: Reaction yield outcomes from USPTO patents with 853,638 reactions. Task: Predict the reaction yield, written as a fraction of the theoretical maximum amount of product (1.0 means a 100% yield; for example, 0.34 means a 34% yield). (1) The yield is 0.480. The reactants are [CH3:1][O:2][C:3]1[N:8]=[CH:7][C:6]([C:9]2[CH:10]=[C:11]3[C:16](=[CH:17][CH:18]=2)[N:15]=[CH:14][N:13]=[C:12]3[C:19]2[CH:20]=[C:21]([C:25]([N:27]3[CH2:32][CH2:31][NH:30][CH2:29][C@@H:28]3[CH3:33])=[O:26])[CH:22]=[CH:23][CH:24]=2)=[CH:5][CH:4]=1.C=O.[BH3-][C:37]#N.[Na+]. The product is [CH3:33][C@H:28]1[CH2:29][N:30]([CH3:37])[CH2:31][CH2:32][N:27]1[C:25]([C:21]1[CH:22]=[CH:23][CH:24]=[C:19]([C:12]2[C:11]3[C:16](=[CH:17][CH:18]=[C:9]([C:6]4[CH:7]=[N:8][C:3]([O:2][CH3:1])=[CH:4][CH:5]=4)[CH:10]=3)[N:15]=[CH:14][N:13]=2)[CH:20]=1)=[O:26]. The catalyst is CO. (2) The reactants are [F:1][C:2]1[CH:3]=[C:4]([CH:15]=[C:16]([F:23])[C:17]=1[NH:18][S:19]([CH3:22])(=[O:21])=[O:20])[CH2:5][NH:6][C:7]([C:9]1[S:10][C:11](Br)=[CH:12][CH:13]=1)=[O:8].[C:24]([C:28]1[CH:33]=[CH:32][C:31](B(O)O)=[CH:30][CH:29]=1)([CH3:27])([CH3:26])[CH3:25]. No catalyst specified. The product is [F:1][C:2]1[CH:3]=[C:4]([CH:15]=[C:16]([F:23])[C:17]=1[NH:18][S:19]([CH3:22])(=[O:21])=[O:20])[CH2:5][NH:6][C:7]([C:9]1[S:10][C:11]([C:31]2[CH:32]=[CH:33][C:28]([C:24]([CH3:27])([CH3:26])[CH3:25])=[CH:29][CH:30]=2)=[CH:12][CH:13]=1)=[O:8]. The yield is 0.710. (3) The reactants are [CH3:1][C:2]1[C:7](=[O:8])[N:6]([CH3:9])[C:5]([NH:10][C:11]2[CH:12]=[CH:13][C:14]([I:18])=[CH:15][C:16]=2[F:17])=[C:4]2[C:19]([N:21]([CH:35]3[CH2:37][CH2:36]3)[C:22]([N:24]([C:25]3[CH:26]=[CH:27][CH:28]=[C:29]([NH:31][C:32]([CH3:34])=[O:33])[CH:30]=3)[C:3]=12)=[O:23])=[O:20].[CH3:38][S:39]([CH3:41])=[O:40]. No catalyst specified. The product is [CH3:1][C:2]1[C:7](=[O:8])[N:6]([CH3:9])[C:5]([NH:10][C:11]2[CH:12]=[CH:13][C:14]([I:18])=[CH:15][C:16]=2[F:17])=[C:4]2[C:19]([N:21]([CH:35]3[CH2:36][CH2:37]3)[C:22]([N:24]([C:25]3[CH:26]=[CH:27][CH:28]=[C:29]([NH:31][C:32]([CH3:34])=[O:33])[CH:30]=3)[C:3]=12)=[O:23])=[O:20].[CH3:38][S:39]([CH3:41])=[O:40]. The yield is 0.837. (4) The reactants are [CH:1]([N:14]1[C:22]2[C:17](=[CH:18][C:19]([Cl:23])=[CH:20][CH:21]=2)[C:16]([CH2:24][CH2:25][S:26]([C:29]2[CH:34]=[CH:33][C:32]([CH2:35][CH2:36][C:37]([O:39]CC)=[O:38])=[CH:31][CH:30]=2)(=[O:28])=[O:27])=[C:15]1[CH2:42][CH2:43][NH:44][S:45]([CH2:48][C:49]1[CH:54]=[CH:53][CH:52]=[CH:51][C:50]=1[Cl:55])(=[O:47])=[O:46])([C:8]1[CH:13]=[CH:12][CH:11]=[CH:10][CH:9]=1)[C:2]1[CH:7]=[CH:6][CH:5]=[CH:4][CH:3]=1.C1COCC1.[OH-].[Na+]. The catalyst is CO. The product is [CH:1]([N:14]1[C:22]2[C:17](=[CH:18][C:19]([Cl:23])=[CH:20][CH:21]=2)[C:16]([CH2:24][CH2:25][S:26]([C:29]2[CH:34]=[CH:33][C:32]([CH2:35][CH2:36][C:37]([OH:39])=[O:38])=[CH:31][CH:30]=2)(=[O:28])=[O:27])=[C:15]1[CH2:42][CH2:43][NH:44][S:45]([CH2:48][C:49]1[CH:54]=[CH:53][CH:52]=[CH:51][C:50]=1[Cl:55])(=[O:46])=[O:47])([C:2]1[CH:3]=[CH:4][CH:5]=[CH:6][CH:7]=1)[C:8]1[CH:13]=[CH:12][CH:11]=[CH:10][CH:9]=1. The yield is 0.830. (5) The reactants are FC(F)(F)C(O)=O.[CH:8]1[C:16]2[C:15]3[CH:17]=[CH:18][CH:19]=[CH:20][C:14]=3[O:13][C:12]=2[C:11]([C:21]2[CH:50]=[CH:49][C:24]([C:25]3[CH:30]=[CH:29][C:28]([C:31]([N:33]4[CH2:38][CH2:37][N:36](C(OC(C)(C)C)=O)[CH:35]([C:46]([O-:48])=[O:47])[CH2:34]4)=[O:32])=[CH:27][CH:26]=3)=[CH:23][CH:22]=2)=[CH:10][CH:9]=1. The catalyst is ClCCl. The product is [CH:8]1[C:16]2[C:15]3[CH:17]=[CH:18][CH:19]=[CH:20][C:14]=3[O:13][C:12]=2[C:11]([C:21]2[CH:22]=[CH:23][C:24]([C:25]3[CH:26]=[CH:27][C:28]([C:31]([N:33]4[CH2:38][CH2:37][NH:36][CH:35]([C:46]([OH:48])=[O:47])[CH2:34]4)=[O:32])=[CH:29][CH:30]=3)=[CH:49][CH:50]=2)=[CH:10][CH:9]=1. The yield is 1.00. (6) The reactants are [NH2:1][C:2]1[CH:3]=[C:4]([N:9]2[CH2:14][CH2:13][N:12]([C:15]([C:17]3[CH:22]=[CH:21][CH:20]=[CH:19][C:18]=3[C:23]([F:26])([F:25])[F:24])=[O:16])[CH2:11][CH2:10]2)[CH:5]=[CH:6][C:7]=1[NH2:8].[C:27](O)(=O)[CH2:28][CH2:29][CH3:30]. The catalyst is O=P(Cl)(Cl)Cl. The product is [CH2:28]([C:27]1[NH:8][C:7]2[CH:6]=[CH:5][C:4]([N:9]3[CH2:10][CH2:11][N:12]([C:15]([C:17]4[CH:22]=[CH:21][CH:20]=[CH:19][C:18]=4[C:23]([F:26])([F:25])[F:24])=[O:16])[CH2:13][CH2:14]3)=[CH:3][C:2]=2[N:1]=1)[CH2:29][CH3:30]. The yield is 0.520.